This data is from Orexin1 receptor HTS with 218,158 compounds and 233 confirmed actives. The task is: Binary Classification. Given a drug SMILES string, predict its activity (active/inactive) in a high-throughput screening assay against a specified biological target. The compound is S(=O)(=O)(N1CCCC1)c1ccc(c2nc(on2)C2CCN(CC2)C(=O)C(C)C)cc1. The result is 0 (inactive).